This data is from Full USPTO retrosynthesis dataset with 1.9M reactions from patents (1976-2016). The task is: Predict the reactants needed to synthesize the given product. (1) Given the product [CH2:1]([O:8][CH2:9][CH2:10][CH:11]([NH:25][S:26]([C:29]1[C:38]2[C:33](=[CH:34][CH:35]=[CH:36][CH:37]=2)[C:32]([CH3:39])=[CH:31][CH:30]=1)(=[O:28])=[O:27])[CH:12]1[CH2:13][CH2:14][NH:15][CH2:16][CH2:17]1)[C:2]1[CH:3]=[CH:4][CH:5]=[CH:6][CH:7]=1, predict the reactants needed to synthesize it. The reactants are: [CH2:1]([O:8][CH2:9][CH2:10][CH:11]([NH:25][S:26]([C:29]1[C:38]2[C:33](=[CH:34][CH:35]=[CH:36][CH:37]=2)[C:32]([CH3:39])=[CH:31][CH:30]=1)(=[O:28])=[O:27])[CH:12]1[CH2:17][CH2:16][N:15](C(OC(C)(C)C)=O)[CH2:14][CH2:13]1)[C:2]1[CH:7]=[CH:6][CH:5]=[CH:4][CH:3]=1.C(O)(C(F)(F)F)=O. (2) Given the product [CH3:21][O:20][C:19]1[CH:18]=[CH:17][C:14]([CH:15]=[O:16])=[CH:13][C:12]=1[C:3]1[CH:8]=[CH:7][N:6]=[CH:5][CH:4]=1, predict the reactants needed to synthesize it. The reactants are: Cl.Br[C:3]1[CH:8]=[CH:7][N:6]=[CH:5][CH:4]=1.B([C:12]1[CH:13]=[C:14]([CH:17]=[CH:18][C:19]=1[O:20][CH3:21])[CH:15]=[O:16])(O)O. (3) Given the product [Cl:9][C:6]1[N:7]=[CH:8][C:3]([C@@H:2]2[C@@H:21]([C:22]3[CH:23]=[CH:24][CH:25]=[C:26]([F:28])[CH:27]=3)[O:20][C:19](=[O:30])[NH:18]2)=[CH:4][CH:5]=1, predict the reactants needed to synthesize it. The reactants are: Br[CH2:2][C:3]1[CH:4]=[CH:5][C:6]([Cl:9])=[N:7][CH:8]=1.BrC1C=C([C@@H]2[C@@H:21]([C:22]3[CH:27]=[C:26]([F:28])[CH:25]=[CH:24][C:23]=3F)[O:20][C:19](=[O:30])[NH:18]2)C=NC=1.BrC1C=NC=C(CBr)C=1. (4) Given the product [IH:8].[CH3:9][SH:3]=[C:2]([NH:4][C:5]([NH2:7])=[S:6])[NH2:1], predict the reactants needed to synthesize it. The reactants are: [NH2:1][C:2]([NH:4][C:5]([NH2:7])=[S:6])=[S:3].[I:8][CH3:9]. (5) Given the product [Br:6][C:7]1[C:15]2[C:10](=[CH:11][C:12]([C:16]3[CH:21]=[CH:20][CH:19]=[C:18]([N+:22]([O-:24])=[O:23])[CH:17]=3)=[CH:13][CH:14]=2)[N:9]([C:25]2[N:26]=[CH:27][N:28]=[C:29]([NH:2][CH3:1])[CH:30]=2)[CH:8]=1, predict the reactants needed to synthesize it. The reactants are: [CH3:1][N:2](C=O)C.[Br:6][C:7]1[C:15]2[C:10](=[CH:11][C:12]([C:16]3[CH:21]=[CH:20][CH:19]=[C:18]([N+:22]([O-:24])=[O:23])[CH:17]=3)=[CH:13][CH:14]=2)[N:9]([C:25]2[CH:30]=[C:29](Cl)[N:28]=[CH:27][N:26]=2)[CH:8]=1.Cl.CN.C(=O)([O-])[O-].[K+].[K+].